Dataset: Full USPTO retrosynthesis dataset with 1.9M reactions from patents (1976-2016). Task: Predict the reactants needed to synthesize the given product. (1) Given the product [CH2:3]([CH:5]([CH2:9][CH2:10][CH2:11][CH3:12])[C:6]([O-:8])=[O:7])[CH3:4].[Na+:2], predict the reactants needed to synthesize it. The reactants are: [OH-].[Na+:2].[CH2:3]([CH:5]([CH2:9][CH2:10][CH2:11][CH3:12])[C:6]([OH:8])=[O:7])[CH3:4]. (2) Given the product [N+:1]([C:4]1[CH:13]=[CH:12][C:7]2[O:8][CH2:9][CH2:10][N:11]([C:14](=[O:16])[CH3:15])[C:6]=2[CH:5]=1)([O-:3])=[O:2], predict the reactants needed to synthesize it. The reactants are: [N+:1]([C:4]1[CH:13]=[CH:12][C:7]2[O:8][CH2:9][CH2:10][NH:11][C:6]=2[CH:5]=1)([O-:3])=[O:2].[C:14](OC(=O)C)(=[O:16])[CH3:15]. (3) Given the product [NH:8]1[CH2:12][CH2:11][CH:10]([N:13]2[CH:21]=[C:16]3[NH:17][CH2:18][C:19](=[O:20])[N:15]3[CH2:14]2)[CH2:9]1, predict the reactants needed to synthesize it. The reactants are: C([N:8]1[CH2:12][CH2:11][CH:10]([N:13]2[CH:21]=[C:16]3[NH:17][CH2:18][C:19](=[O:20])[N:15]3[CH2:14]2)[CH2:9]1)C1C=CC=CC=1.C([O-])=O.[NH4+]. (4) The reactants are: [F:1][C:2]1[C:11]2[C:6](=[CH:7][CH:8]=[CH:9][CH:10]=2)[C:5]([C:12]2[O:16][C:15]([N:17]3[CH:21]=[CH:20][N:19]=[C:18]3[CH3:22])=[N:14][C:13]=2[CH2:23][CH2:24][CH2:25][CH2:26][OH:27])=[CH:4][CH:3]=1.[CH3:28][C:29]1[CH:34]=[CH:33][CH:32]=[CH:31][C:30]=1O.C(P(CCCC)CCCC)CCC.N(C(N1CCCCC1)=O)=NC(N1CCCCC1)=O. Given the product [F:1][C:2]1[C:11]2[C:6](=[CH:7][CH:8]=[CH:9][CH:10]=2)[C:5]([C:12]2[O:16][C:15]([N:17]3[CH:21]=[CH:20][N:19]=[C:18]3[CH3:22])=[N:14][C:13]=2[CH2:23][CH2:24][CH2:25][CH2:26][O:27][C:30]2[CH:31]=[CH:32][CH:33]=[CH:34][C:29]=2[CH3:28])=[CH:4][CH:3]=1, predict the reactants needed to synthesize it. (5) Given the product [CH:1]1([CH2:7][S:8]([NH:11][CH2:12][CH2:13][CH2:14][CH2:15][N:16]2[CH2:21][CH2:20][NH:19][CH2:18][CH2:17]2)(=[O:10])=[O:9])[CH2:6][CH2:5][CH2:4][CH2:3][CH2:2]1, predict the reactants needed to synthesize it. The reactants are: [CH:1]1([CH2:7][S:8]([NH:11][CH2:12][CH2:13][CH2:14][CH2:15][N:16]2[CH2:21][CH2:20][N:19](C(OC(C)(C)C)=O)[CH2:18][CH2:17]2)(=[O:10])=[O:9])[CH2:6][CH2:5][CH2:4][CH2:3][CH2:2]1.FC(F)(F)C(O)=O.